Dataset: Full USPTO retrosynthesis dataset with 1.9M reactions from patents (1976-2016). Task: Predict the reactants needed to synthesize the given product. (1) Given the product [CH2:30]([N:21]1[CH:22]=[C:23]([C:24]2[CH:29]=[CH:28][N:27]=[CH:26][CH:25]=2)[C:19]([C:15]2[C:14]([F:33])=[C:13]([N:12]([CH2:49][O:48][CH3:45])[S:9]([C:3]3[CH:4]=[C:5]([F:8])[CH:6]=[CH:7][C:2]=3[F:1])(=[O:10])=[O:11])[CH:18]=[CH:17][CH:16]=2)=[N:20]1)[CH3:32], predict the reactants needed to synthesize it. The reactants are: [F:1][C:2]1[CH:7]=[CH:6][C:5]([F:8])=[CH:4][C:3]=1[S:9]([NH:12][C:13]1[CH:18]=[CH:17][CH:16]=[C:15]([C:19]2[C:23]([C:24]3[CH:29]=[CH:28][N:27]=[CH:26][CH:25]=3)=[CH:22][N:21]([CH:30]([CH3:32])C)[N:20]=2)[C:14]=1[F:33])(=[O:11])=[O:10].N1C=CC(B2[O:48][C:45](C)(C)C(C)(C)O2)=CC=1.[C:49](=O)([O-])[O-].[Cs+].[Cs+]. (2) Given the product [OH:1][CH2:2][CH2:3][CH2:4][CH2:5][CH2:6][C:7]1[N:8]([CH2:23][C:24]2[C:33]3[C:28](=[CH:29][CH:30]=[CH:31][CH:32]=3)[CH:27]=[CH:26][CH:25]=2)[CH:9]=[C:10]2[C:15]=1[C:14](=[O:16])[N:13]([CH3:17])[C:12](=[O:18])[N:11]2[CH2:19][CH:20]([CH3:22])[CH3:21], predict the reactants needed to synthesize it. The reactants are: [OH:1][C:2]#[C:3][CH2:4][CH2:5][CH2:6][C:7]1[N:8]([CH2:23][C:24]2[C:33]3[C:28](=[CH:29][CH:30]=[CH:31][CH:32]=3)[CH:27]=[CH:26][CH:25]=2)[CH:9]=[C:10]2[C:15]=1[C:14](=[O:16])[N:13]([CH3:17])[C:12](=[O:18])[N:11]2[CH2:19][CH:20]([CH3:22])[CH3:21].[H][H]. (3) Given the product [CH2:15]([O:14][C:13]1[C:9]2[C:8](=[O:28])[N:7]([CH2:29][C:30]3[CH:35]=[CH:34][C:33]([F:36])=[C:32]([Cl:37])[CH:31]=3)[N:6]=[C:5]([C:3](=[O:4])[CH2:2][NH:39][NH:40][C:41]([NH2:43])=[O:42])[C:10]=2[N:11]2[CH2:25][CH2:24][N:23]([CH3:26])[C:22](=[O:27])[C:12]=12)[C:16]1[CH:21]=[CH:20][CH:19]=[CH:18][CH:17]=1, predict the reactants needed to synthesize it. The reactants are: Br[CH2:2][C:3]([C:5]1[C:10]2[N:11]3[CH2:25][CH2:24][N:23]([CH3:26])[C:22](=[O:27])[C:12]3=[C:13]([O:14][CH2:15][C:16]3[CH:21]=[CH:20][CH:19]=[CH:18][CH:17]=3)[C:9]=2[C:8](=[O:28])[N:7]([CH2:29][C:30]2[CH:35]=[CH:34][C:33]([F:36])=[C:32]([Cl:37])[CH:31]=2)[N:6]=1)=[O:4].Cl.[NH2:39][NH:40][C:41]([NH2:43])=[O:42].C(N(C(C)C)CC)(C)C. (4) Given the product [CH2:26]([O:28][C:29](=[O:45])[CH:30]=[C:31]([CH3:44])[CH:32]=[C:33]([F:34])[Sn:5]([CH2:6][CH2:7][CH2:8][CH3:9])([CH2:10][CH2:11][CH2:12][CH3:13])[CH2:1][CH2:2][CH2:3][CH3:4])[CH3:27], predict the reactants needed to synthesize it. The reactants are: [CH2:1]([SnH:5]([CH2:10][CH2:11][CH2:12][CH3:13])[CH2:6][CH2:7][CH2:8][CH3:9])[CH2:2][CH2:3][CH3:4].CC(N=NC(C#N)(C)C)(C#N)C.[CH2:26]([O:28][C:29](=[O:45])[CH:30]=[C:31]([CH3:44])[CH:32]=[C:33](S(C1C=CC=CC=1)(=O)=O)[F:34])[CH3:27]. (5) Given the product [NH2:1][C:2]1[CH:10]=[CH:9][C:5]([C:6]([NH:23][NH2:24])=[O:7])=[CH:4][C:3]=1[N+:11]([O-:13])=[O:12], predict the reactants needed to synthesize it. The reactants are: [NH2:1][C:2]1[CH:10]=[CH:9][C:5]([C:6](O)=[O:7])=[CH:4][C:3]=1[N+:11]([O-:13])=[O:12].C(N=C=NC(C)C)(C)C.[NH2:23][NH2:24]. (6) Given the product [N:50]1[C:58]2[CH:57]=[C:56]([NH:62][C:63]3[N:64]=[C:65]([O:71][CH:72]([CH3:77])[CH2:73][N:74]([CH3:76])[CH3:75])[C:66]([C:69]#[N:70])=[N:67][CH:68]=3)[N:55]=[CH:54][C:53]=2[NH:52][CH:51]=1, predict the reactants needed to synthesize it. The reactants are: CC1(C)C2C=CC=C(P(C3C=CC=CC=3)C3C=CC=CC=3)C=2OC2C1=CC=CC=2P(C1C=CC=CC=1)C1C=CC=CC=1.COC1C=CC(C[N:50]2[C:58]3[CH:57]=[C:56](Br)[N:55]=[CH:54][C:53]=3[N:52]=[CH:51]2)=CC=1.[NH2:62][C:63]1[N:64]=[C:65]([O:71][CH:72]([CH3:77])[CH2:73][N:74]([CH3:76])[CH3:75])[C:66]([C:69]#[N:70])=[N:67][CH:68]=1.CN(C=O)C.C(=O)([O-])[O-].[Cs+].[Cs+].CC1C=CC(S(O)(=O)=O)=CC=1. (7) Given the product [N+:20]([C:16]1[CH:15]=[C:14]([S:11]([N:10]2[C:4]3[CH:3]=[C:2]([C:27]#[N:28])[CH:24]=[CH:23][C:5]=3[CH2:6][CH2:7][CH2:8][CH2:9]2)(=[O:12])=[O:13])[CH:19]=[CH:18][CH:17]=1)([O-:22])=[O:21], predict the reactants needed to synthesize it. The reactants are: Br[C:2]1[CH:24]=[CH:23][C:5]2[CH2:6][CH2:7][CH2:8][CH2:9][N:10]([S:11]([C:14]3[CH:19]=[CH:18][CH:17]=[C:16]([N+:20]([O-:22])=[O:21])[CH:15]=3)(=[O:13])=[O:12])[C:4]=2[CH:3]=1.O.N.[CH3:27][N:28](C=O)C. (8) Given the product [F:1][C:2]1[C:3]2[NH:8][C:9]3[CH:10]=[N:11][N:12]([CH3:17])[C:13]=3[C:14](=[O:16])[C:4]=2[CH:5]=[CH:6][CH:7]=1, predict the reactants needed to synthesize it. The reactants are: [F:1][C:2]1[CH:7]=[CH:6][CH:5]=[CH:4][C:3]=1[NH:8][C:9]1[CH:10]=[N:11][N:12]([CH3:17])[C:13]=1[C:14]([OH:16])=O.FC1C=CC(NC2C=NN(C)C=2C(O)=O)=CC=1.